This data is from Forward reaction prediction with 1.9M reactions from USPTO patents (1976-2016). The task is: Predict the product of the given reaction. (1) Given the reactants Br[C:2]1[CH:7]=[CH:6][C:5]([NH:8][CH:9]=[O:10])=[CH:4][CH:3]=1.[F:11][C:12]1[CH:13]=[C:14](B2OC(C)(C)C(C)(C)O2)[CH:15]=[CH:16][C:17]=1[C:18]([F:21])([F:20])[F:19].C(=O)(O)[O-].[Na+], predict the reaction product. The product is: [F:11][C:12]1[CH:13]=[C:14]([C:2]2[CH:7]=[CH:6][C:5]([NH:8][CH:9]=[O:10])=[CH:4][CH:3]=2)[CH:15]=[CH:16][C:17]=1[C:18]([F:19])([F:20])[F:21]. (2) Given the reactants [CH2:1]([C:3]1[CH:8]=[CH:7][C:6]([CH:9]2[CH2:14][N:13]([C:15]([N:17]3[CH2:21][CH2:20][CH2:19][CH2:18]3)=[O:16])[CH2:12][CH:11]([C:22](O)=[O:23])[CH2:10]2)=[CH:5][CH:4]=1)[CH3:2].[NH2:25][C:26]1[CH:31]=[CH:30][CH:29]=[CH:28][CH:27]=1, predict the reaction product. The product is: [CH2:4]([C:3]1[CH:8]=[CH:7][C:6]([CH:9]2[CH2:14][N:13]([C:15]([N:17]3[CH2:18][CH2:19][CH2:20][CH2:21]3)=[O:16])[CH2:12][CH:11]([C:22]([NH:25][C:26]3[CH:31]=[CH:30][CH:29]=[CH:28][CH:27]=3)=[O:23])[CH2:10]2)=[CH:2][CH:1]=1)[CH3:5].